From a dataset of Reaction yield outcomes from USPTO patents with 853,638 reactions. Predict the reaction yield, written as a fraction of the theoretical maximum amount of product (1.0 means a 100% yield; for example, 0.34 means a 34% yield). (1) The reactants are [CH3:1][N:2]1[C:6](=[O:7])[C:5](=[CH:8][C:9]2[CH:14]=[CH:13][C:12]([N+:15]([O-])=O)=[CH:11][CH:10]=2)[S:4][C:3]1=[O:18]. The catalyst is [C].[Pd].O1CCCC1. The product is [NH2:15][C:12]1[CH:13]=[CH:14][C:9]([CH2:8][CH:5]2[S:4][C:3](=[O:18])[N:2]([CH3:1])[C:6]2=[O:7])=[CH:10][CH:11]=1. The yield is 0.790. (2) The reactants are [H-].[Al+3].[Li+].[H-].[H-].[H-].[CH3:7][O:8][C:9]1[C:18]2[C:13](=[CH:14][CH:15]=[CH:16][CH:17]=2)[C:12]([O:19][CH3:20])=[CH:11][C:10]=1[C:21](OC)=[O:22].[NH4+].[Cl-].Cl. The catalyst is CCOCC.C1COCC1.CO. The product is [CH3:7][O:8][C:9]1[C:18]2[C:13](=[CH:14][CH:15]=[CH:16][CH:17]=2)[C:12]([O:19][CH3:20])=[CH:11][C:10]=1[CH2:21][OH:22]. The yield is 0.920. (3) The reactants are [CH:1]([N:4]1[C@@H:9]([CH3:10])[C:8](=[O:11])[NH:7][C:6]2[CH:12]=[C:13]([C:16](OC)=[O:17])[CH:14]=[N:15][C:5]1=2)([CH3:3])[CH3:2].[H-].[Na+].[H-].[H-].[H-].[H-].[Li+].[Al+3]. The catalyst is C1COCC1. The product is [OH:17][CH2:16][C:13]1[CH:14]=[N:15][C:5]2[N:4]([CH:1]([CH3:2])[CH3:3])[C@@H:9]([CH3:10])[C:8](=[O:11])[NH:7][C:6]=2[CH:12]=1. The yield is 0.520. (4) The reactants are Cl[C:2]1[N:12]=[CH:11][CH:10]=[CH:9][C:3]=1[C:4]([O:6][CH2:7][CH3:8])=[O:5].[CH2:13]([NH2:18])[CH2:14][CH:15]([CH3:17])[CH3:16].C(N(CC)CC)C. The catalyst is C(OCC)(=O)C. The product is [CH2:13]([NH:18][C:2]1[N:12]=[CH:11][CH:10]=[CH:9][C:3]=1[C:4]([O:6][CH2:7][CH3:8])=[O:5])[CH2:14][CH:15]([CH3:17])[CH3:16]. The yield is 0.760. (5) The reactants are [C:1]1([NH:7][C:8]2[CH:13]=[CH:12][CH:11]=[C:10]([C:14]3[CH:23]=[CH:22][C:21]4[C:16](=[CH:17][CH:18]=[CH:19][CH:20]=4)[N:15]=3)[CH:9]=2)[CH:6]=[CH:5][CH:4]=[CH:3][CH:2]=1.CC(C)([O-])C.[Na+].Br[C:31]1[CH:32]=[C:33]([C:37]2[N:38]([C:42]3[C:47]([CH:48]([CH3:50])[CH3:49])=[CH:46][CH:45]=[CH:44][C:43]=3[CH:51]([CH3:53])[CH3:52])[CH:39]=[CH:40][N:41]=2)[CH:34]=[CH:35][CH:36]=1.C1(P(C2CCCCC2)C2C=CC=CC=2C2C(OC)=CC=CC=2OC)CCCCC1. The catalyst is C1C=CC(/C=C/C(/C=C/C2C=CC=CC=2)=O)=CC=1.C1C=CC(/C=C/C(/C=C/C2C=CC=CC=2)=O)=CC=1.C1C=CC(/C=C/C(/C=C/C2C=CC=CC=2)=O)=CC=1.[Pd].[Pd].C1(C)C=CC=CC=1. The product is [CH:51]([C:43]1[CH:44]=[CH:45][CH:46]=[C:47]([CH:48]([CH3:50])[CH3:49])[C:42]=1[N:38]1[CH:39]=[CH:40][N:41]=[C:37]1[C:33]1[CH:32]=[C:31]([CH:36]=[CH:35][CH:34]=1)[N:7]([C:1]1[CH:6]=[CH:5][CH:4]=[CH:3][CH:2]=1)[C:8]1[CH:13]=[CH:12][CH:11]=[C:10]([C:14]2[CH:23]=[CH:22][C:21]3[C:16](=[CH:17][CH:18]=[CH:19][CH:20]=3)[N:15]=2)[CH:9]=1)([CH3:53])[CH3:52]. The yield is 0.910. (6) The reactants are [CH2:1]([O:3][C:4]([CH:6]1[C:18]2[C:17]3[C:12](=[C:13](Cl)[CH:14]=[CH:15][C:16]=3[O:19][CH3:20])[N:11]([CH2:22][CH2:23][F:24])[C:10]=2[CH2:9][CH2:8][CH2:7]1)=[O:5])[CH3:2].C(N(CC)CC)C. The catalyst is CO.[Pd]. The product is [CH2:1]([O:3][C:4]([CH:6]1[C:18]2[C:17]3[C:12](=[CH:13][CH:14]=[CH:15][C:16]=3[O:19][CH3:20])[N:11]([CH2:22][CH2:23][F:24])[C:10]=2[CH2:9][CH2:8][CH2:7]1)=[O:5])[CH3:2]. The yield is 0.880. (7) The reactants are N[C@H:2]([C:10]([OH:12])=[O:11])[CH2:3][C:4]1[CH:9]=[CH:8][CH:7]=[CH:6][CH:5]=1.S(=O)(=O)(O)[OH:14].N([O-])=O.[Na+]. The catalyst is O. The product is [OH:14][C@@H:2]([CH2:3][C:4]1[CH:9]=[CH:8][CH:7]=[CH:6][CH:5]=1)[C:10]([OH:12])=[O:11]. The yield is 0.870. (8) The reactants are [CH3:1][N:2]1[CH:6]=[CH:5][N:4]=[CH:3]1.[S:7]([O:11]C)([O:9][CH3:10])=[O:8]. No catalyst specified. The product is [CH3:1][S:7]([O-:11])(=[O:9])=[O:8].[CH3:1][N+:2]1[CH:6]=[CH:5][N:4]([CH3:10])[CH:3]=1. The yield is 0.980. (9) The reactants are F[C:2]1[CH:3]=[C:4]2[C:8](=[CH:9][CH:10]=1)[NH:7][C:6]([C:11]([OH:13])=O)=[CH:5]2.[NH:14]1[CH2:19][CH2:18][CH2:17][CH2:16][CH2:15]1. No catalyst specified. The product is [NH:7]1[C:8]2[C:4](=[CH:3][CH:2]=[CH:10][CH:9]=2)[CH:5]=[C:6]1[C:11]([N:14]1[CH2:19][CH2:18][CH2:17][CH2:16][CH2:15]1)=[O:13]. The yield is 0.920.